Dataset: Full USPTO retrosynthesis dataset with 1.9M reactions from patents (1976-2016). Task: Predict the reactants needed to synthesize the given product. Given the product [CH3:1][O:2][C:3](=[O:16])[C:4]1[CH:13]=[C:12]([CH2:14][O:18][CH3:17])[CH:11]=[C:6]([C:7]([O:9][CH3:10])=[O:8])[CH:5]=1, predict the reactants needed to synthesize it. The reactants are: [CH3:1][O:2][C:3](=[O:16])[C:4]1[CH:13]=[C:12]([CH2:14]Br)[CH:11]=[C:6]([C:7]([O:9][CH3:10])=[O:8])[CH:5]=1.[C:17]([O-])([O-])=[O:18].[K+].[K+].CO.C1COCC1.